Dataset: Reaction yield outcomes from USPTO patents with 853,638 reactions. Task: Predict the reaction yield, written as a fraction of the theoretical maximum amount of product (1.0 means a 100% yield; for example, 0.34 means a 34% yield). (1) The reactants are [OH:1][CH2:2][CH2:3][CH:4]([C:6]1[CH:14]=[CH:13][C:9]([C:10]([OH:12])=O)=[CH:8][CH:7]=1)[CH3:5].ON1C2C=CC=CC=2N=N1.C(N(CC)CC)C.[NH2:32][CH2:33][C:34]1[C:35]([OH:42])=[N:36][C:37]([CH3:41])=[CH:38][C:39]=1[CH3:40]. The catalyst is ClCCl. The product is [OH:42][C:35]1[C:34]([CH2:33][NH:32][C:10](=[O:12])[C:9]2[CH:8]=[CH:7][C:6]([CH:4]([CH2:3][CH2:2][OH:1])[CH3:5])=[CH:14][CH:13]=2)=[C:39]([CH3:40])[CH:38]=[C:37]([CH3:41])[N:36]=1. The yield is 0.0830. (2) The reactants are [C:1]1([NH2:8])[CH:6]=[CH:5][CH:4]=[CH:3][C:2]=1[NH2:7].O=[C:10]([CH2:16][CH2:17][C:18](OCC)=[O:19])[C:11]([O:13][CH2:14][CH3:15])=[O:12]. No catalyst specified. The product is [O:19]=[C:18]1[NH:8][C:1]2[C:2](=[CH:3][CH:4]=[CH:5][CH:6]=2)[N:7]=[C:17]1[CH2:16][CH2:10][C:11]([O:13][CH2:14][CH3:15])=[O:12]. The yield is 0.720. (3) The product is [CH3:23][N:24]([CH3:25])[C:2]1[S:3][C:4]([CH2:7][N:8]2[CH2:12][CH:11]([C:13]3[CH:18]=[C:17]([F:19])[CH:16]=[C:15]([F:20])[C:14]=3[F:21])[CH2:10][C:9]2=[O:22])=[CH:5][N:6]=1. The yield is 0.320. The catalyst is C1COCC1.O. The reactants are Cl[C:2]1[S:3][C:4]([CH2:7][N:8]2[CH2:12][CH:11]([C:13]3[CH:18]=[C:17]([F:19])[CH:16]=[C:15]([F:20])[C:14]=3[F:21])[CH2:10][C:9]2=[O:22])=[CH:5][N:6]=1.[CH3:23][NH:24][CH3:25].O[Li].O.